This data is from Forward reaction prediction with 1.9M reactions from USPTO patents (1976-2016). The task is: Predict the product of the given reaction. (1) Given the reactants [Cl:1][C:2]1[CH:7]=[CH:6][C:5]([C:8]2[N:12]([C:13]3[CH:18]=[CH:17][CH:16]=[CH:15][C:14]=3[O:19][CH3:20])[N:11]=[C:10]([C:21]3[C:22]([CH3:29])([CH3:28])[O:23][C:24]([CH3:27])([CH3:26])[CH:25]=3)[CH:9]=2)=[CH:4][CH:3]=1, predict the reaction product. The product is: [Cl:1][C:2]1[CH:7]=[CH:6][C:5]([C:8]2[N:12]([C:13]3[CH:18]=[CH:17][CH:16]=[CH:15][C:14]=3[O:19][CH3:20])[N:11]=[C:10]([CH:21]3[CH2:25][C:24]([CH3:27])([CH3:26])[O:23][C:22]3([CH3:29])[CH3:28])[CH:9]=2)=[CH:4][CH:3]=1. (2) Given the reactants [O:1]1[CH2:4][CH:3]([N:5]2[CH2:10][CH2:9][N:8]([C:11]3[CH:17]=[CH:16][C:14]([NH2:15])=[CH:13][C:12]=3[O:18][CH2:19][CH2:20][O:21][CH:22]3[CH2:27][CH2:26][CH2:25][CH2:24][O:23]3)[CH2:7][CH2:6]2)[CH2:2]1.[Br:28][C:29]1[N:30]=[C:31](Br)[C:32]2[N:33]([CH:35]=[CH:36][N:37]=2)[CH:34]=1.C(N(CC)C(C)C)(C)C.C([O-])(O)=O.[Na+], predict the reaction product. The product is: [Br:28][C:29]1[N:30]=[C:31]([NH:15][C:14]2[CH:16]=[CH:17][C:11]([N:8]3[CH2:9][CH2:10][N:5]([CH:3]4[CH2:2][O:1][CH2:4]4)[CH2:6][CH2:7]3)=[C:12]([O:18][CH2:19][CH2:20][O:21][CH:22]3[CH2:27][CH2:26][CH2:25][CH2:24][O:23]3)[CH:13]=2)[C:32]2[N:33]([CH:35]=[CH:36][N:37]=2)[CH:34]=1. (3) Given the reactants [O:1]=[C:2]1[C:10]2[C:5](=[N:6][C:7]([CH2:11][CH2:12][CH:13]=O)=[CH:8][CH:9]=2)[CH2:4][O:3]1.[OH:15][CH:16]1[CH2:21][CH2:20][NH:19][CH2:18][CH2:17]1, predict the reaction product. The product is: [OH:15][CH:16]1[CH2:21][CH2:20][N:19]([CH2:13][CH2:12][CH2:11][C:7]2[N:6]=[C:5]3[CH2:4][O:3][C:2](=[O:1])[C:10]3=[CH:9][CH:8]=2)[CH2:18][CH2:17]1. (4) Given the reactants B(O)O.Cl[C:5]1[CH:10]=[CH:9][C:8]([N+:11]([O-:13])=[O:12])=[C:7]([O:14][CH3:15])[CH:6]=1.[C:16]([O-:19])([O-])=O.[Na+].[Na+], predict the reaction product. The product is: [CH3:15][O:14][C:7]1[CH:6]=[C:5]([C:5]2[CH:10]=[CH:9][C:16]([OH:19])=[CH:7][CH:6]=2)[CH:10]=[CH:9][C:8]=1[N+:11]([O-:13])=[O:12]. (5) Given the reactants [OH:1][C:2]1[C:7]2[CH2:8][O:9][C@:10]3([CH3:22])[C@H:14]([C:6]=2[CH:5]=[CH:4][CH:3]=1)[CH2:13][N:12]([C:15]([O:17][C:18]([CH3:21])([CH3:20])[CH3:19])=[O:16])[CH2:11]3.[H-].[Na+].[F:25][CH2:26][CH2:27]I, predict the reaction product. The product is: [F:25][CH2:26][CH2:27][O:1][C:2]1[C:7]2[CH2:8][O:9][C@:10]3([CH3:22])[C@H:14]([C:6]=2[CH:5]=[CH:4][CH:3]=1)[CH2:13][N:12]([C:15]([O:17][C:18]([CH3:21])([CH3:20])[CH3:19])=[O:16])[CH2:11]3. (6) The product is: [CH3:49][O:48][C:45]1[N:44]=[N:43][C:42]([NH:41][C:30](=[O:32])[NH:1][C:2]2[C:6]([C:7]([O:9][CH2:10][CH3:11])=[O:8])=[C:5]([CH3:12])[N:4]([C:13]3[CH:18]=[CH:17][C:16]([N+:19]([O-:21])=[O:20])=[CH:15][CH:14]=3)[N:3]=2)=[CH:47][CH:46]=1. Given the reactants [NH2:1][C:2]1[C:6]([C:7]([O:9][CH2:10][CH3:11])=[O:8])=[C:5]([CH3:12])[N:4]([C:13]2[CH:18]=[CH:17][C:16]([N+:19]([O-:21])=[O:20])=[CH:15][CH:14]=2)[N:3]=1.C(N(CC)CC)C.Cl[C:30](Cl)([O:32]C(=O)OC(Cl)(Cl)Cl)Cl.[NH2:41][C:42]1[N:43]=[N:44][C:45]([O:48][CH3:49])=[CH:46][CH:47]=1, predict the reaction product.